Dataset: CYP3A4 inhibition data for predicting drug metabolism from PubChem BioAssay. Task: Regression/Classification. Given a drug SMILES string, predict its absorption, distribution, metabolism, or excretion properties. Task type varies by dataset: regression for continuous measurements (e.g., permeability, clearance, half-life) or binary classification for categorical outcomes (e.g., BBB penetration, CYP inhibition). Dataset: cyp3a4_veith. The molecule is NS(=O)(=O)c1cc(Cl)c(Cl)c(S(N)(=O)=O)c1. The result is 0 (non-inhibitor).